Dataset: Reaction yield outcomes from USPTO patents with 853,638 reactions. Task: Predict the reaction yield, written as a fraction of the theoretical maximum amount of product (1.0 means a 100% yield; for example, 0.34 means a 34% yield). (1) The reactants are Cl[C:2]1[N:7]=[CH:6][N:5]=[C:4]([NH2:8])[CH:3]=1.[CH3:9][O:10][C:11]1[CH:12]=[C:13](B(O)O)[CH:14]=[CH:15][CH:16]=1.C([O-])([O-])=O.[Na+].[Na+]. The catalyst is COCCOC.CCO.O.Cl[Pd](Cl)([P](C1C=CC=CC=1)(C1C=CC=CC=1)C1C=CC=CC=1)[P](C1C=CC=CC=1)(C1C=CC=CC=1)C1C=CC=CC=1. The product is [CH3:9][O:10][C:11]1[CH:16]=[C:15]([C:2]2[N:7]=[CH:6][N:5]=[C:4]([NH2:8])[CH:3]=2)[CH:14]=[CH:13][CH:12]=1. The yield is 0.700. (2) The reactants are [CH3:1][CH:2]([CH3:14])[CH:3]([C:8]1[CH:13]=[CH:12][CH:11]=[CH:10][CH:9]=1)[C:4](OC)=[O:5].O.[NH2:16][NH2:17]. No catalyst specified. The product is [CH3:1][CH:2]([CH3:14])[CH:3]([C:8]1[CH:13]=[CH:12][CH:11]=[CH:10][CH:9]=1)[C:4]([NH:16][NH2:17])=[O:5]. The yield is 0.470.